This data is from Peptide-MHC class II binding affinity with 134,281 pairs from IEDB. The task is: Regression. Given a peptide amino acid sequence and an MHC pseudo amino acid sequence, predict their binding affinity value. This is MHC class II binding data. The peptide sequence is YDKFLANYSTVLTGK. The MHC is DRB3_0202 with pseudo-sequence DRB3_0202. The binding affinity (normalized) is 0.972.